Task: Predict the reactants needed to synthesize the given product.. Dataset: Full USPTO retrosynthesis dataset with 1.9M reactions from patents (1976-2016) (1) Given the product [Cl:25][C:8]1[CH:7]=[N:6][C:5]2[C:4]([C:19]([O:21][CH3:22])=[O:20])=[C:3]([O:2][CH3:1])[C:12]([C:13]3[S:14][CH:15]=[CH:16][CH:17]=3)=[CH:11][C:10]=2[N:9]=1, predict the reactants needed to synthesize it. The reactants are: [CH3:1][O:2][C:3]1[C:12]([C:13]2[S:14][CH:15]=[CH:16][CH:17]=2)=[CH:11][C:10]2[NH:9][C:8](=O)[CH:7]=[N:6][C:5]=2[C:4]=1[C:19]([O:21][CH3:22])=[O:20].P(Cl)(Cl)([Cl:25])=O. (2) Given the product [CH:1]1([CH2:4][NH:5][S:6]([C:9]2[CH:10]=[CH:11][C:12]([NH2:15])=[CH:13][CH:14]=2)(=[O:8])=[O:7])[CH2:2][CH2:3]1, predict the reactants needed to synthesize it. The reactants are: [CH:1]1([CH2:4][NH:5][S:6]([C:9]2[CH:14]=[CH:13][C:12]([N+:15]([O-])=O)=[CH:11][CH:10]=2)(=[O:8])=[O:7])[CH2:3][CH2:2]1. (3) Given the product [Br:1][C:2]1[C:6]2[CH:7]=[C:8]([O:11][CH3:12])[CH:9]=[CH:10][C:5]=2[O:4][C:3]=1[CH:13]([NH:20][C:21]1[CH:22]=[CH:23][C:24]([C:25]([NH:37][CH2:36][CH2:35][C:34]([O:33][CH2:31][CH3:32])=[O:38])=[O:26])=[CH:28][CH:29]=1)[CH:14]1[CH2:15][CH2:16][CH2:17][CH2:18][CH2:19]1, predict the reactants needed to synthesize it. The reactants are: [Br:1][C:2]1[C:6]2[CH:7]=[C:8]([O:11][CH3:12])[CH:9]=[CH:10][C:5]=2[O:4][C:3]=1[CH:13]([NH:20][C:21]1[CH:29]=[CH:28][C:24]([C:25](O)=[O:26])=[CH:23][CH:22]=1)[CH:14]1[CH2:19][CH2:18][CH2:17][CH2:16][CH2:15]1.Cl.[CH2:31]([O:33][C:34](=[O:38])[CH2:35][CH2:36][NH2:37])[CH3:32].O.ON1C2C=CC=CC=2N=N1.Cl.C(N=C=NCCCN(C)C)C.Cl. (4) Given the product [CH2:24]([C:23]1[C:7]([C:8]([O:10][CH2:11][CH3:12])=[O:9])=[CH:6][O:22][N:20]=1)[CH3:25], predict the reactants needed to synthesize it. The reactants are: N1([CH:6]=[CH:7][C:8]([O:10][CH2:11][CH3:12])=[O:9])CCCC1.CCN(CC)CC.[N+:20]([CH2:23][CH2:24][CH3:25])([O-:22])=O.O=P(Cl)(Cl)Cl. (5) Given the product [CH3:17][N:13]1[C:14]2[C:10](=[CH:9][C:8]([CH3:7])=[CH:16][CH:15]=2)[CH:11]=[C:12]1[Si:18]([CH2:23][CH3:24])([CH2:21][CH3:22])[CH2:19][CH3:20], predict the reactants needed to synthesize it. The reactants are: CC([O-])(C)C.[K+].[CH3:7][C:8]1[CH:9]=[C:10]2[C:14](=[CH:15][CH:16]=1)[N:13]([CH3:17])[CH:12]=[CH:11]2.[SiH:18]([CH2:23][CH3:24])([CH2:21][CH3:22])[CH2:19][CH3:20]. (6) The reactants are: [CH:1](NC(C)C)(C)C.C([Li])CCC.[Br:13][C:14]1[C:15]2[CH:34]=[CH:33][CH:32]=[CH:31][C:16]=2[C:17]2[CH2:18][N:19]([C:24]3[CH:29]=[CH:28][CH:27]=[CH:26][C:25]=3[F:30])[C:20](=[O:23])[C:21]=2[CH:22]=1.IC.[Cl-].[NH4+]. Given the product [Br:13][C:14]1[C:15]2[CH:34]=[CH:33][CH:32]=[CH:31][C:16]=2[C:17]2[CH:18]([CH3:1])[N:19]([C:24]3[CH:29]=[CH:28][CH:27]=[CH:26][C:25]=3[F:30])[C:20](=[O:23])[C:21]=2[CH:22]=1, predict the reactants needed to synthesize it.